This data is from Catalyst prediction with 721,799 reactions and 888 catalyst types from USPTO. The task is: Predict which catalyst facilitates the given reaction. Product: [F:3][C:4]1[CH:9]=[C:8]([F:10])[CH:7]=[CH:6][C:5]=1/[CH:11]=[CH:12]/[C:13]1[CH:14]=[CH:15][C:16]([S:19]([C:22]2[CH:29]=[CH:28][CH:27]=[CH:26][C:23]=2[CH2:24][OH:25])(=[O:20])=[O:21])=[CH:17][CH:18]=1. Reactant: [BH4-].[Na+].[F:3][C:4]1[CH:9]=[C:8]([F:10])[CH:7]=[CH:6][C:5]=1/[CH:11]=[CH:12]/[C:13]1[CH:18]=[CH:17][C:16]([S:19]([C:22]2[CH:29]=[CH:28][CH:27]=[CH:26][C:23]=2[CH:24]=[O:25])(=[O:21])=[O:20])=[CH:15][CH:14]=1. The catalyst class is: 100.